Task: Predict the reactants needed to synthesize the given product.. Dataset: Full USPTO retrosynthesis dataset with 1.9M reactions from patents (1976-2016) (1) Given the product [CH2:29]([N:18]1[C:19]2[C:24](=[CH:23][C:22]([C:25]([F:27])([F:26])[F:28])=[CH:21][CH:20]=2)[C:16]([NH:15][CH2:14][C:13]([NH:12][CH:10]2[CH2:9][N:8]([CH:36]3[CH2:35][CH2:34][C:33]([OH:32])([C:40]4[S:41][CH:42]=[CH:43][N:44]=4)[CH2:38][CH2:37]3)[CH2:11]2)=[O:31])=[N:17]1)[CH3:30], predict the reactants needed to synthesize it. The reactants are: OC(C(F)(F)F)=O.[NH:8]1[CH2:11][CH:10]([NH:12][C:13](=[O:31])[CH2:14][NH:15][C:16]2[C:24]3[C:19](=[CH:20][CH:21]=[C:22]([C:25]([F:28])([F:27])[F:26])[CH:23]=3)[N:18]([CH2:29][CH3:30])[N:17]=2)[CH2:9]1.[OH:32][C:33]1([C:40]2[S:41][CH:42]=[CH:43][N:44]=2)[CH2:38][CH2:37][C:36](=O)[CH2:35][CH2:34]1. (2) Given the product [C:11]([O:15][C:16]([C:18]1[S:19][C:20]([C:5]2[CH:6]=[CH:7][C:2]([CH3:1])=[CH:3][CH:4]=2)=[CH:21][C:22]=1[NH:23][S:24]([C:27]1[C:28]([CH3:33])=[CH:29][CH:30]=[CH:31][CH:32]=1)(=[O:26])=[O:25])=[O:17])([CH3:14])([CH3:13])[CH3:12], predict the reactants needed to synthesize it. The reactants are: [CH3:1][C:2]1[CH:7]=[CH:6][C:5](B(O)O)=[CH:4][CH:3]=1.[C:11]([O:15][C:16]([C:18]1[S:19][C:20](Br)=[CH:21][C:22]=1[NH:23][S:24]([C:27]1[C:28]([CH3:33])=[CH:29][CH:30]=[CH:31][CH:32]=1)(=[O:26])=[O:25])=[O:17])([CH3:14])([CH3:13])[CH3:12].C1(C)C=CC=CC=1.CO.C([O-])([O-])=O.[Na+].[Na+]. (3) Given the product [ClH:23].[NH2:12][CH2:11][C:4]1([CH2:7][C:8]([O:10][CH2:13][C:14]2[CH:19]=[CH:18][CH:17]=[CH:16][CH:15]=2)=[O:9])[CH2:3][CH2:2][CH2:1][CH2:6][CH2:5]1, predict the reactants needed to synthesize it. The reactants are: [CH2:1]1[CH2:6][CH2:5][C:4]([CH2:11][NH2:12])([CH2:7][C:8]([OH:10])=[O:9])[CH2:3][CH2:2]1.[CH2:13](O)[C:14]1[CH:19]=[CH:18][CH:17]=[CH:16][CH:15]=1.S(Cl)([Cl:23])=O.C1CCC(CN)(CC(O)=O)CC1.Cl. (4) Given the product [CH3:1][C:2]1[C:3]([C:28]2[CH:33]=[CH:32][CH:31]=[CH:30][CH:29]=2)=[C:4]([O:14][C:15]2[CH:16]=[CH:17][C:18]([O:21][CH2:22][C:23]([OH:25])=[O:24])=[CH:19][CH:20]=2)[C:5]2[C:10]([CH:11]=1)=[CH:9][C:8]([O:12][CH3:13])=[CH:7][CH:6]=2, predict the reactants needed to synthesize it. The reactants are: [CH3:1][C:2]1[C:3]([C:28]2[CH:33]=[CH:32][CH:31]=[CH:30][CH:29]=2)=[C:4]([O:14][C:15]2[CH:20]=[CH:19][C:18]([O:21][CH2:22][C:23]([O:25]CC)=[O:24])=[CH:17][CH:16]=2)[C:5]2[C:10]([CH:11]=1)=[CH:9][C:8]([O:12][CH3:13])=[CH:7][CH:6]=2.CCO.[OH-].[Na+].Cl. (5) Given the product [CH3:28][O:27][C:24]1[CH:25]=[CH:26][C:21]([C:19]#[C:20][C:7]2[C:6]([CH3:18])=[CH:5][S:4][C:3]=2[C:1]#[N:2])=[CH:22][CH:23]=1, predict the reactants needed to synthesize it. The reactants are: [C:1]([C:3]1[S:4][CH:5]=[C:6]([CH3:18])[C:7]=1OS(C1C=CC=CC=1)(=O)=O)#[N:2].[C:19]([C:21]1[CH:26]=[CH:25][C:24]([O:27][CH3:28])=[CH:23][CH:22]=1)#[CH:20]. (6) Given the product [ClH:29].[ClH:30].[NH2:5][CH:9]1[CH2:14][CH2:13][N:12]([CH2:15][CH2:16][C:17]2[C:18]([Cl:29])=[CH:19][N:20]=[C:21]3[C:26]=2[N:25]([CH3:27])[C:24](=[O:28])[CH:23]=[CH:22]3)[CH2:11][CH2:10]1, predict the reactants needed to synthesize it. The reactants are: CC([N:5]([CH:9]1[CH2:14][CH2:13][N:12]([CH2:15][CH2:16][C:17]2[C:26]3[N:25]([CH3:27])[C:24](=[O:28])[CH:23]=[CH:22][C:21]=3[N:20]=[CH:19][C:18]=2[Cl:29])[CH2:11][CH2:10]1)C(=O)[O-])(C)C.[ClH:30]. (7) Given the product [F:1][C:2]1[CH:10]=[C:9]2[C:5]([C:6]([C:11]3[CH:12]=[C:13]4[C:14](=[CH:18][CH:19]=3)[C:15](=[O:16])[NH:23][C:20]4=[O:22])=[CH:7][NH:8]2)=[CH:4][CH:3]=1, predict the reactants needed to synthesize it. The reactants are: [F:1][C:2]1[CH:10]=[C:9]2[C:5]([C:6]([C:11]3[CH:12]=[C:13]([C:20]([OH:22])=O)[C:14](=[CH:18][CH:19]=3)[C:15](O)=[O:16])=[CH:7][NH:8]2)=[CH:4][CH:3]=1.[NH:23]1C=CN=C1.NC(N)=O.